From a dataset of Forward reaction prediction with 1.9M reactions from USPTO patents (1976-2016). Predict the product of the given reaction. Given the reactants [C:1]([C:5]1[CH:6]=[C:7]([C:15]2[N:19]([C:20]3[CH:25]=[CH:24][C:23]([C:26](=[O:28])[NH2:27])=[CH:22][CH:21]=3)[N:18]=[C:17]([C:29]3[CH:38]=[CH:37][C:32]([C:33]([O:35]C)=[O:34])=[CH:31][CH:30]=3)[CH:16]=2)[CH:8]=[C:9]([O:11][CH:12]([CH3:14])[CH3:13])[CH:10]=1)([CH3:4])([CH3:3])[CH3:2].[Li+].[OH-].Cl, predict the reaction product. The product is: [C:1]([C:5]1[CH:6]=[C:7]([C:15]2[N:19]([C:20]3[CH:25]=[CH:24][C:23]([C:26](=[O:28])[NH2:27])=[CH:22][CH:21]=3)[N:18]=[C:17]([C:29]3[CH:38]=[CH:37][C:32]([C:33]([OH:35])=[O:34])=[CH:31][CH:30]=3)[CH:16]=2)[CH:8]=[C:9]([O:11][CH:12]([CH3:14])[CH3:13])[CH:10]=1)([CH3:3])([CH3:4])[CH3:2].